Task: Predict the reaction yield, written as a fraction of the theoretical maximum amount of product (1.0 means a 100% yield; for example, 0.34 means a 34% yield).. Dataset: Reaction yield outcomes from USPTO patents with 853,638 reactions The reactants are I[C:2]1[CH:7]=[CH:6][C:5]([O:8][CH3:9])=[CH:4][C:3]=1[OH:10].[Si:11]([C:18]#[C:19][CH2:20][O:21][Si:22]([C:25]([CH3:28])([CH3:27])[CH3:26])([CH3:24])[CH3:23])([C:14]([CH3:17])([CH3:16])[CH3:15])([CH3:13])[CH3:12].[Cl-].[Li+].C(=O)([O-])[O-].[Na+].[Na+]. The catalyst is CN(C)C=O.C([O-])(=O)C.[Pd+2].C([O-])(=O)C. The product is [Si:11]([CH:18]1[C:19](=[CH:20][O:21][Si:22]([C:25]([CH3:28])([CH3:27])[CH3:26])([CH3:23])[CH3:24])[C:2]2[CH:7]=[CH:6][C:5]([O:8][CH3:9])=[CH:4][C:3]=2[O:10]1)([C:14]([CH3:17])([CH3:16])[CH3:15])([CH3:13])[CH3:12]. The yield is 0.870.